The task is: Predict the reactants needed to synthesize the given product.. This data is from Full USPTO retrosynthesis dataset with 1.9M reactions from patents (1976-2016). Given the product [C:1]([O:5][CH:6]([C:11]1[C:12]([C:21]2[CH:26]=[CH:25][C:24]([CH3:27])=[CH:23][CH:22]=2)=[C:13]2[CH:20]=[CH:19][N:18]([CH2:31][C:32]3[CH:37]=[CH:36][C:35]([F:38])=[C:34]([CH3:39])[CH:33]=3)[C:14]2=[N:15][C:16]=1[CH3:17])[C:7]([O:9][CH3:10])=[O:8])([CH3:4])([CH3:3])[CH3:2], predict the reactants needed to synthesize it. The reactants are: [C:1]([O:5][CH:6]([C:11]1[C:12]([C:21]2[CH:26]=[CH:25][C:24]([CH3:27])=[CH:23][CH:22]=2)=[C:13]2[CH:20]=[CH:19][NH:18][C:14]2=[N:15][C:16]=1[CH3:17])[C:7]([O:9][CH3:10])=[O:8])([CH3:4])([CH3:3])[CH3:2].[H-].[Na+].Br[CH2:31][C:32]1[CH:37]=[CH:36][C:35]([F:38])=[C:34]([CH3:39])[CH:33]=1.